This data is from Catalyst prediction with 721,799 reactions and 888 catalyst types from USPTO. The task is: Predict which catalyst facilitates the given reaction. (1) Reactant: [OH:1][C:2]1[CH:7]=[CH:6][C:5]([CH2:8][NH:9][C:10](=[O:18])[C:11]2[CH:16]=[CH:15][CH:14]=[N:13][C:12]=2[NH2:17])=[CH:4][CH:3]=1.[Cl:19][C:20]1[CH:27]=[CH:26][CH:25]=[CH:24][C:21]=1[CH2:22]Cl.C(=O)([O-])[O-].[Cs+].[Cs+].CN(C=O)C. Product: [Cl:19][C:20]1[CH:27]=[CH:26][CH:25]=[CH:24][C:21]=1[CH2:22][O:1][C:2]1[CH:3]=[CH:4][C:5]([CH2:8][NH:9][C:10](=[O:18])[C:11]2[CH:16]=[CH:15][CH:14]=[N:13][C:12]=2[NH2:17])=[CH:6][CH:7]=1. The catalyst class is: 6. (2) Reactant: [OH:1][N:2]=[C:3](Cl)[C:4]1[CH:9]=[CH:8][CH:7]=[CH:6][CH:5]=1.[C:11]([O:15][CH3:16])(=[O:14])[CH:12]=[CH2:13].C(=O)(O)[O-].[Na+].O. Product: [C:4]1([C:3]2[CH2:13][CH:12]([C:11]([O:15][CH3:16])=[O:14])[O:1][N:2]=2)[CH:9]=[CH:8][CH:7]=[CH:6][CH:5]=1. The catalyst class is: 13. (3) Reactant: Cl.[Br:2][C:3]1[CH:14]=[CH:13][CH:12]=[CH:11][C:4]=1[O:5][CH:6]1[CH2:10][NH:9][CH2:8][CH2:7]1.Br[C:16]1[S:20][C:19]([C:21]#[N:22])=[N:18][N:17]=1.C([O-])([O-])=O.[K+].[K+]. Product: [Br:2][C:3]1[CH:14]=[CH:13][CH:12]=[CH:11][C:4]=1[O:5][C@H:6]1[CH2:7][CH2:8][N:9]([C:16]2[S:20][C:19]([C:21]#[N:22])=[N:18][N:17]=2)[CH2:10]1. The catalyst class is: 3. (4) Reactant: [CH3:1][C:2]1[CH:3]=[C:4]([CH2:9][C:10]([NH:12][C@@H:13]([CH2:17][C:18]2[CH:23]=[CH:22][CH:21]=[CH:20][CH:19]=2)[C:14](O)=[O:15])=[O:11])[CH:5]=[C:6]([CH3:8])[CH:7]=1.[N:24]1([CH2:30][CH2:31][O:32][C:33]2[CH:51]=[CH:50][C:36]3[N:37]4[CH:42]=[C:41]([C:43]5[CH:49]=[CH:48][C:46]([NH2:47])=[CH:45][CH:44]=5)[N:40]=[C:38]4[S:39][C:35]=3[CH:34]=2)[CH2:29][CH2:28][O:27][CH2:26][CH2:25]1.CN(C(ON1N=NC2C=CC=NC1=2)=[N+](C)C)C.F[P-](F)(F)(F)(F)F. Product: [CH3:8][C:6]1[CH:5]=[C:4]([CH2:9][C:10]([NH:12][C@@H:13]([CH2:17][C:18]2[CH:19]=[CH:20][CH:21]=[CH:22][CH:23]=2)[C:14]([NH:47][C:46]2[CH:45]=[CH:44][C:43]([C:41]3[N:40]=[C:38]4[N:37]([CH:42]=3)[C:36]3[CH:50]=[CH:51][C:33]([O:32][CH2:31][CH2:30][N:24]5[CH2:25][CH2:26][O:27][CH2:28][CH2:29]5)=[CH:34][C:35]=3[S:39]4)=[CH:49][CH:48]=2)=[O:15])=[O:11])[CH:3]=[C:2]([CH3:1])[CH:7]=1. The catalyst class is: 3. (5) Reactant: [Br:1][C:2]1[N:7]=[C:6]([CH2:8][NH:9][CH3:10])[CH:5]=[CH:4][CH:3]=1.[C:11]([O:15][C:16]([N:18]1[C@@H:22]([C@H:23]([O:30][Si:31]([C:34]([CH3:37])([CH3:36])[CH3:35])([CH3:33])[CH3:32])[C:24]2[CH:29]=[CH:28][CH:27]=[CH:26][CH:25]=2)[CH2:21][CH2:20][C@H:19]1[CH2:38][C:39]1[CH:47]=[CH:46][C:42]([C:43](O)=[O:44])=[CH:41][CH:40]=1)=[O:17])([CH3:14])([CH3:13])[CH3:12].CN(C(ON1N=NC2C=CC=NC1=2)=[N+](C)C)C.F[P-](F)(F)(F)(F)F.CCN(C(C)C)C(C)C. Product: [Br:1][C:2]1[N:7]=[C:6]([CH2:8][N:9]([CH3:10])[C:43]([C:42]2[CH:41]=[CH:40][C:39]([CH2:38][C@H:19]3[CH2:20][CH2:21][C@@H:22]([C@H:23]([O:30][Si:31]([C:34]([CH3:37])([CH3:36])[CH3:35])([CH3:32])[CH3:33])[C:24]4[CH:29]=[CH:28][CH:27]=[CH:26][CH:25]=4)[N:18]3[C:16]([O:15][C:11]([CH3:12])([CH3:13])[CH3:14])=[O:17])=[CH:47][CH:46]=2)=[O:44])[CH:5]=[CH:4][CH:3]=1. The catalyst class is: 31. (6) Reactant: [CH2:1]([N:8]1[CH:12]=[C:11]([C:13](O)=[O:14])[C:10]([O:16][CH2:17][C:18]2[CH:23]=[CH:22][C:21]([O:24][CH2:25][C:26]3[N:27]=[C:28]([C:32]4[O:33][CH:34]=[CH:35][CH:36]=4)[O:29][C:30]=3[CH3:31])=[C:20]([O:37][CH3:38])[CH:19]=2)=[N:9]1)[C:2]1[CH:7]=[CH:6][CH:5]=[CH:4][CH:3]=1.Cl.C([N:42]=C=NCCCN(C)C)C.CN(C)C=O. Product: [CH2:1]([N:8]1[CH:12]=[C:11]([C:13]([NH2:42])=[O:14])[C:10]([O:16][CH2:17][C:18]2[CH:23]=[CH:22][C:21]([O:24][CH2:25][C:26]3[N:27]=[C:28]([C:32]4[O:33][CH:34]=[CH:35][CH:36]=4)[O:29][C:30]=3[CH3:31])=[C:20]([O:37][CH3:38])[CH:19]=2)=[N:9]1)[C:2]1[CH:7]=[CH:6][CH:5]=[CH:4][CH:3]=1. The catalyst class is: 6.